Dataset: Full USPTO retrosynthesis dataset with 1.9M reactions from patents (1976-2016). Task: Predict the reactants needed to synthesize the given product. The reactants are: C(OC([NH:8][C@@H:9]([CH2:20][C:21]1[CH:26]=[CH:25][CH:24]=[CH:23][CH:22]=1)[C:10]([O:12][CH2:13][C:14]1[CH:19]=[CH:18][CH:17]=[CH:16][CH:15]=1)=[O:11])=O)(C)(C)C.[ClH:27]. Given the product [ClH:27].[NH2:8][C@@H:9]([CH2:20][C:21]1[CH:26]=[CH:25][CH:24]=[CH:23][CH:22]=1)[C:10]([O:12][CH2:13][C:14]1[CH:19]=[CH:18][CH:17]=[CH:16][CH:15]=1)=[O:11], predict the reactants needed to synthesize it.